Dataset: Forward reaction prediction with 1.9M reactions from USPTO patents (1976-2016). Task: Predict the product of the given reaction. (1) The product is: [NH2:18][C:19]([CH3:33])([CH3:32])[CH2:20][CH2:21][CH2:22][C:2]1[CH:7]=[CH:6][CH:5]=[CH:4][N:3]=1. Given the reactants Br[C:2]1[CH:7]=[CH:6][CH:5]=[CH:4][N:3]=1.C(OC([NH:18][C:19]([CH3:33])([CH3:32])[CH2:20][CH2:21][CH2:22]B1C2CCCC1CCC2)=O)C1C=CC=CC=1.C1COCC1.C(=O)([O-])[O-].[K+].[K+].[OH-].[Na+], predict the reaction product. (2) Given the reactants FC(F)(F)S(O[C:7]1[CH:19]=[CH:18][C:10]2[N:11]([CH2:14][CH:15]3[CH2:17][CH2:16]3)[N:12]=[N:13][C:9]=2[C:8]=1[C:20]([F:23])([F:22])[F:21])(=O)=O.[Cl:26][C:27]1[N:32]=[C:31]([F:33])[C:30](B(O)O)=[CH:29][CH:28]=1.P([O-])([O-])([O-])=O.[K+].[K+].[K+], predict the reaction product. The product is: [Cl:26][C:27]1[N:32]=[C:31]([F:33])[C:30]([C:7]2[CH:19]=[CH:18][C:10]3[N:11]([CH2:14][CH:15]4[CH2:16][CH2:17]4)[N:12]=[N:13][C:9]=3[C:8]=2[C:20]([F:21])([F:22])[F:23])=[CH:29][CH:28]=1. (3) Given the reactants [O:1]=[C:2]([N:8]1[CH2:13][CH2:12][CH:11]([C:14]2[CH:19]=[CH:18][CH:17]=[CH:16][C:15]=2[C:20]([F:23])([F:22])[F:21])[CH2:10][CH2:9]1)[C:3]([O:5]CC)=[O:4].[OH-].[Na+].Cl, predict the reaction product. The product is: [O:1]=[C:2]([N:8]1[CH2:13][CH2:12][CH:11]([C:14]2[CH:19]=[CH:18][CH:17]=[CH:16][C:15]=2[C:20]([F:23])([F:21])[F:22])[CH2:10][CH2:9]1)[C:3]([OH:5])=[O:4]. (4) Given the reactants C(OC([N:8]1[C@H:12]([CH2:13][CH2:14][S:15][CH2:16][CH3:17])[CH:11]([C:18]([OH:20])=[O:19])[O:10]C1(C)C)=O)(C)(C)C.C(=O)([O-])[O-].[Cs+].[Cs+].[C:29]([O:35][CH2:36]Cl)(=[O:34])[C:30]([CH3:33])([CH3:32])[CH3:31], predict the reaction product. The product is: [NH2:8][C@H:12]([CH2:13][CH2:14][S:15][CH2:16][CH3:17])[CH:11]([OH:10])[C:18]([O:20][CH2:36][O:35][C:29](=[O:34])[C:30]([CH3:33])([CH3:32])[CH3:31])=[O:19]. (5) Given the reactants C([O:5][C:6](=[O:33])[CH2:7][N:8]1[C:16]2[C:11](=[CH:12][C:13]([F:17])=[CH:14][CH:15]=2)[C:10]([C:18]2[C:23]3[CH:24]=[CH:25][CH:26]=[CH:27][C:22]=3[S:21](=[O:29])(=[O:28])[N:20]([CH2:30][CH3:31])[N:19]=2)=[C:9]1[CH3:32])(C)(C)C.C(O)(C(F)(F)F)=O, predict the reaction product. The product is: [CH2:30]([N:20]1[N:19]=[C:18]([C:10]2[C:11]3[C:16](=[CH:15][CH:14]=[C:13]([F:17])[CH:12]=3)[N:8]([CH2:7][C:6]([OH:33])=[O:5])[C:9]=2[CH3:32])[C:23]2[CH:24]=[CH:25][CH:26]=[CH:27][C:22]=2[S:21]1(=[O:29])=[O:28])[CH3:31]. (6) Given the reactants [CH3:1][N:2]1[C:10]2[C:5](=[CH:6][CH:7]=[CH:8][CH:9]=2)[CH2:4][C:3]1=[O:11].[N+:12]([O-])([OH:14])=[O:13], predict the reaction product. The product is: [CH3:1][N:2]1[C:10]2[C:5](=[CH:6][C:7]([N+:12]([O-:14])=[O:13])=[CH:8][CH:9]=2)[CH2:4][C:3]1=[O:11]. (7) Given the reactants [C:1]([OH:6])(=[O:5])[C:2]([OH:4])=[O:3].C(=O)(O)O.N[NH:12][C:13]([NH2:15])=[NH:14].C(=O)(O)O.[NH2:20][C:21]([NH2:23])=[NH:22], predict the reaction product. The product is: [C:1]([O-:6])(=[O:5])[C:2]([O-:4])=[O:3].[NH2:14][C:13]([NH2:15])=[NH2+:12].[NH2:22][C:21]([NH2:23])=[NH2+:20].